From a dataset of Reaction yield outcomes from USPTO patents with 853,638 reactions. Predict the reaction yield, written as a fraction of the theoretical maximum amount of product (1.0 means a 100% yield; for example, 0.34 means a 34% yield). (1) The reactants are [NH2:1][C@@H:2]([CH:15]([CH3:17])[CH3:16])[C:3]([NH:5][C@@H:6]([CH3:14])[C:7]([O:9][C:10]([CH3:13])([CH3:12])[CH3:11])=[O:8])=[O:4].[C:18]1(=[O:33])[N:22]([C:23]2[CH:31]=[CH:30][C:26]([C:27](O)=[O:28])=[CH:25][CH:24]=2)[C:21](=[O:32])[CH:20]=[CH:19]1.CN(C(ON1N=NC2C=CC=CC1=2)=[N+](C)C)C.[B-](F)(F)(F)F.CCN(C(C)C)C(C)C. The catalyst is ClCCl. The product is [O:32]=[C:21]1[CH:20]=[CH:19][C:18](=[O:33])[N:22]1[C:23]1[CH:31]=[CH:30][C:26]([C:27]([NH:1][C@@H:2]([CH:15]([CH3:17])[CH3:16])[C:3]([NH:5][C@@H:6]([CH3:14])[C:7]([O:9][C:10]([CH3:11])([CH3:13])[CH3:12])=[O:8])=[O:4])=[O:28])=[CH:25][CH:24]=1. The yield is 0.510. (2) The reactants are [Na].[N+]([C:5]1[CH:9]=[C:8]([N+:10]([O-:12])=[O:11])[N:7](COCC[Si](C)(C)C)[N:6]=1)([O-])=O.[CH3:21][OH:22]. No catalyst specified. The product is [CH3:21][O:22][C:5]1[CH:9]=[C:8]([N+:10]([O-:12])=[O:11])[NH:7][N:6]=1. The yield is 0.760.